This data is from Forward reaction prediction with 1.9M reactions from USPTO patents (1976-2016). The task is: Predict the product of the given reaction. (1) Given the reactants [Br:1][C:2]1[CH:7]=[CH:6][C:5]([NH:8][C:9]([NH2:11])=[S:10])=[CH:4][C:3]=1[O:12][CH3:13].Br[CH:15]1[CH2:20][CH2:19][CH2:18][CH:17]([C:21]2[CH:26]=[CH:25][CH:24]=[CH:23][CH:22]=2)[C:16]1=O, predict the reaction product. The product is: [Br:1][C:2]1[CH:7]=[CH:6][C:5]([NH:8][C:9]2[S:10][C:23]3[CH2:24][CH2:25][CH2:26][CH:21]([C:17]4[CH:18]=[CH:19][CH:20]=[CH:15][CH:16]=4)[C:22]=3[N:11]=2)=[CH:4][C:3]=1[O:12][CH3:13]. (2) The product is: [Cl:1][C:2]1[CH:3]=[C:4]2[C:9](=[CH:10][C:11]=1[O:12][CH:13]([CH3:14])[CH3:15])[N:8]=[C:7]([O:16][CH3:17])[C:6]([C@@H:18]([NH:20][S@@:21]([C:23]([CH3:26])([CH3:25])[CH3:24])=[O:22])[CH3:19])=[CH:5]2. Given the reactants [Cl:1][C:2]1[CH:3]=[C:4]2[C:9](=[CH:10][C:11]=1[O:12][CH:13]([CH3:15])[CH3:14])[N:8]=[C:7]([O:16][CH3:17])[C:6](/[C:18](=[N:20]/[S@@:21]([C:23]([CH3:26])([CH3:25])[CH3:24])=[O:22])/[CH3:19])=[CH:5]2.CCC(C)[BH-](C(C)CC)C(C)CC.[Li+], predict the reaction product. (3) Given the reactants [NH2:1][C:2]1[CH:7]=[C:6]([O:8][CH3:9])[N:5]=[CH:4][N:3]=1.C[Si]([N-][Si](C)(C)C)(C)C.[Na+].Cl[C:21]1[N:26]=[C:25]([N:27]2[CH2:32][CH2:31][O:30][CH2:29][CH2:28]2)[N:24]=[C:23]([N:33]2[C:37]3[CH:38]=[CH:39][CH:40]=[C:41]([O:42][CH3:43])[C:36]=3[N:35]=[C:34]2[CH:44]([F:46])[F:45])[N:22]=1, predict the reaction product. The product is: [F:46][CH:44]([F:45])[C:34]1[N:33]([C:23]2[N:24]=[C:25]([N:27]3[CH2:32][CH2:31][O:30][CH2:29][CH2:28]3)[N:26]=[C:21]([NH:1][C:2]3[CH:7]=[C:6]([O:8][CH3:9])[N:5]=[CH:4][N:3]=3)[N:22]=2)[C:37]2[CH:38]=[CH:39][CH:40]=[C:41]([O:42][CH3:43])[C:36]=2[N:35]=1. (4) Given the reactants [NH:1]1[C:9]2[C:4](=[C:5]([N:10]3[CH2:15][CH2:14][N:13]([CH2:16][CH:17]4[CH2:26][CH2:25][C:24]5[C:19](=[CH:20][CH:21]=[CH:22][CH:23]=5)[NH:18]4)[CH2:12][CH2:11]3)[CH:6]=[CH:7][CH:8]=2)[CH:3]=[CH:2]1.[CH2:27]([N:29]=[C:30]=[O:31])[CH3:28].O, predict the reaction product. The product is: [CH2:27]([NH:29][C:30]([N:18]1[C:19]2[C:24](=[CH:23][CH:22]=[CH:21][CH:20]=2)[CH2:25][CH2:26][CH:17]1[CH2:16][N:13]1[CH2:14][CH2:15][N:10]([C:5]2[CH:6]=[CH:7][CH:8]=[C:9]3[C:4]=2[CH:3]=[CH:2][NH:1]3)[CH2:11][CH2:12]1)=[O:31])[CH3:28]. (5) Given the reactants [CH3:1][S:2]([N:5]1[CH2:15][CH2:14][C:8]2[N:9]=[C:10]([NH2:13])[N:11]=[CH:12][C:7]=2[CH2:6]1)(=[O:4])=[O:3].CS(O[CH2:21][CH2:22][CH2:23][CH:24]1[CH2:29][CH2:28][N:27]([C:30]2[O:34][N:33]=[C:32]([CH:35]([CH3:37])[CH3:36])[N:31]=2)[CH2:26][CH2:25]1)(=O)=O.CCN(C(C)C)C(C)C, predict the reaction product. The product is: [CH:35]([C:32]1[N:31]=[C:30]([N:27]2[CH2:28][CH2:29][CH:24]([CH2:23][CH2:22][CH2:21][NH:13][C:10]3[N:11]=[CH:12][C:7]4[CH2:6][N:5]([S:2]([CH3:1])(=[O:3])=[O:4])[CH2:15][CH2:14][C:8]=4[N:9]=3)[CH2:25][CH2:26]2)[O:34][N:33]=1)([CH3:37])[CH3:36]. (6) Given the reactants [CH:1]1([NH:4][C:5](=[O:27])[C:6]2[CH:11]=[CH:10][C:9]([CH3:12])=[C:8]([N:13]3[CH:22]=[C:21]([CH3:23])[C:20]4[C:15](=[CH:16][C:17]([O:24]C)=[CH:18][CH:19]=4)[C:14]3=[O:26])[CH:7]=2)[CH2:3][CH2:2]1.[I-].[Li+].Cl, predict the reaction product. The product is: [CH:1]1([NH:4][C:5](=[O:27])[C:6]2[CH:11]=[CH:10][C:9]([CH3:12])=[C:8]([N:13]3[CH:22]=[C:21]([CH3:23])[C:20]4[C:15](=[CH:16][C:17]([OH:24])=[CH:18][CH:19]=4)[C:14]3=[O:26])[CH:7]=2)[CH2:2][CH2:3]1.